This data is from Full USPTO retrosynthesis dataset with 1.9M reactions from patents (1976-2016). The task is: Predict the reactants needed to synthesize the given product. (1) Given the product [CH:22]1([CH2:21][CH:3]([S:4]([C:7]2[CH:8]=[CH:9][CH:10]=[CH:11][CH:12]=2)(=[O:5])=[O:6])[N+:1]#[C-:2])[CH2:27][CH2:26][CH2:25][CH2:24][CH2:23]1, predict the reactants needed to synthesize it. The reactants are: [N+:1]([CH2:3][S:4]([C:7]1[CH:12]=[CH:11][C:10](C)=[CH:9][CH:8]=1)(=[O:6])=[O:5])#[C-:2].C([O-])([O-])=O.[K+].[K+].Br[CH2:21][CH:22]1[CH2:27][CH2:26][CH2:25][CH2:24][CH2:23]1. (2) Given the product [OH:9][CH2:8][C:6]1[CH:5]=[C:4]([CH2:10][C:19]#[N:20])[CH:3]=[C:2]([I:1])[CH:7]=1, predict the reactants needed to synthesize it. The reactants are: [I:1][C:2]1[CH:3]=[C:4]([CH2:10]O)[CH:5]=[C:6]([CH2:8][OH:9])[CH:7]=1.Br.C([O-])([O-])=O.[Na+].[Na+].[C-:19]#[N:20].[K+].